This data is from Reaction yield outcomes from USPTO patents with 853,638 reactions. The task is: Predict the reaction yield, written as a fraction of the theoretical maximum amount of product (1.0 means a 100% yield; for example, 0.34 means a 34% yield). (1) The reactants are [F:1][C:2]([F:23])([F:22])[C:3]1[CH:4]=[C:5]([CH:19]=[CH:20][CH:21]=1)[C:6]([NH:8][C:9]1[CH:10]=[CH:11][C:12]([CH3:18])=[C:13]([CH:17]=1)[C:14]([OH:16])=O)=[O:7].ClC1N=C(OC)N=C(OC)N=1.CN1CCOCC1.[N:42]1([CH2:47][CH2:48][CH2:49][S:50]([C:53]2[CH:58]=[CH:57][C:56]([NH:59][C:60]3[N:65]=[CH:64][C:63]([NH2:66])=[CH:62][N:61]=3)=[CH:55][CH:54]=2)(=[O:52])=[O:51])[CH2:46][CH2:45][CH2:44][CH2:43]1. The catalyst is C(Cl)Cl.CN(C=O)C. The product is [CH3:18][C:12]1[CH:11]=[CH:10][C:9]([NH:8][C:6](=[O:7])[C:5]2[CH:19]=[CH:20][CH:21]=[C:3]([C:2]([F:1])([F:23])[F:22])[CH:4]=2)=[CH:17][C:13]=1[C:14]([NH:66][C:63]1[CH:64]=[N:65][C:60]([NH:59][C:56]2[CH:57]=[CH:58][C:53]([S:50]([CH2:49][CH2:48][CH2:47][N:42]3[CH2:46][CH2:45][CH2:44][CH2:43]3)(=[O:51])=[O:52])=[CH:54][CH:55]=2)=[N:61][CH:62]=1)=[O:16]. The yield is 0.150. (2) The reactants are [CH:1]([O:4][C:5]1[CH:6]=[C:7]([OH:15])[CH:8]=[C:9]([O:11][CH:12]([CH3:14])[CH3:13])[CH:10]=1)([CH3:3])[CH3:2].C(N(CC)C(C)C)(C)C.[F:25][C:26]([F:39])([F:38])[S:27](O[S:27]([C:26]([F:39])([F:38])[F:25])(=[O:29])=[O:28])(=[O:29])=[O:28]. The catalyst is C(Cl)Cl.[Cl-].[Na+].O. The product is [F:25][C:26]([F:39])([F:38])[S:27]([O:15][C:7]1[CH:6]=[C:5]([O:4][CH:1]([CH3:3])[CH3:2])[CH:10]=[C:9]([O:11][CH:12]([CH3:14])[CH3:13])[CH:8]=1)(=[O:29])=[O:28]. The yield is 0.940.